From a dataset of Full USPTO retrosynthesis dataset with 1.9M reactions from patents (1976-2016). Predict the reactants needed to synthesize the given product. (1) Given the product [CH:1]([C:4]1[CH:9]=[CH:8][CH:7]=[CH:6][C:5]=1[O:10][CH:28]([CH3:33])[C:29]([O:31][CH3:32])=[O:30])=[CH:2][CH3:3], predict the reactants needed to synthesize it. The reactants are: [CH:1]([C:4]1[CH:9]=[CH:8][CH:7]=[CH:6][C:5]=1[OH:10])=[CH:2][CH3:3].C1(OCC=C)C=CC=CC=1.C(=O)([O-])[O-].[K+].[K+].Br[CH:28]([CH3:33])[C:29]([O:31][CH3:32])=[O:30]. (2) Given the product [NH2:14][CH2:13][C@H:11]1[O:12][C@@H:7]([C:5](=[O:6])[N:4]([CH:1]2[CH2:3][CH2:2]2)[C@@H:32]([C:34]2[CH:39]=[C:38]([CH2:40][CH2:41][CH2:42][NH:43][C:44]([O:46][CH3:47])=[O:45])[N:37]=[C:36]([O:48][CH3:49])[CH:35]=2)[CH3:33])[CH2:8][N:9]([C:25]([O:27][C:28]([CH3:29])([CH3:31])[CH3:30])=[O:26])[CH2:10]1, predict the reactants needed to synthesize it. The reactants are: [CH:1]1([N:4]([C@@H:32]([C:34]2[CH:39]=[C:38]([CH2:40][CH2:41][CH2:42][NH:43][C:44]([O:46][CH3:47])=[O:45])[N:37]=[C:36]([O:48][CH3:49])[CH:35]=2)[CH3:33])[C:5]([C@@H:7]2[O:12][C@H:11]([CH2:13][N:14]3C(=O)C4C(=CC=CC=4)C3=O)[CH2:10][N:9]([C:25]([O:27][C:28]([CH3:31])([CH3:30])[CH3:29])=[O:26])[CH2:8]2)=[O:6])[CH2:3][CH2:2]1.C(CN)O.